This data is from Forward reaction prediction with 1.9M reactions from USPTO patents (1976-2016). The task is: Predict the product of the given reaction. (1) Given the reactants [C:1]([O:5][C:6]([N:8]1[CH2:11][CH:10]([NH:12][C:13]2[CH:18]=[C:17]([F:19])[CH:16]=[CH:15][C:14]=2[NH2:20])[CH2:9]1)=[O:7])([CH3:4])([CH3:3])[CH3:2].[CH2:21]([O:28][C:29]([NH:31][C@@H:32]([CH3:36])[C:33](O)=[O:34])=[O:30])[C:22]1[CH:27]=[CH:26][CH:25]=[CH:24][CH:23]=1.C1C=NC2N(O)N=NC=2C=1.CN1CCOCC1.Cl.CN(C)CCCN=C=NCC, predict the reaction product. The product is: [C:1]([O:5][C:6]([N:8]1[CH2:9][CH:10]([NH:12][C:13]2[CH:18]=[C:17]([F:19])[CH:16]=[CH:15][C:14]=2[NH:20][C:33](=[O:34])[C@@H:32]([NH:31][C:29]([O:28][CH2:21][C:22]2[CH:27]=[CH:26][CH:25]=[CH:24][CH:23]=2)=[O:30])[CH3:36])[CH2:11]1)=[O:7])([CH3:4])([CH3:2])[CH3:3]. (2) Given the reactants [C:1]1([OH:7])[CH:6]=[CH:5][CH:4]=[CH:3][CH:2]=1.C(=O)([O-])O.[Na+].[Cl:13][C:14]1[CH:19]=[CH:18][C:17]([CH2:20]Cl)=[C:16]([C:22]#[N:23])[N:15]=1.O, predict the reaction product. The product is: [Cl:13][C:14]1[CH:19]=[CH:18][C:17]([CH2:20][O:7][C:1]2[CH:6]=[CH:5][CH:4]=[CH:3][CH:2]=2)=[C:16]([C:22]#[N:23])[N:15]=1.